Dataset: Reaction yield outcomes from USPTO patents with 853,638 reactions. Task: Predict the reaction yield, written as a fraction of the theoretical maximum amount of product (1.0 means a 100% yield; for example, 0.34 means a 34% yield). (1) The reactants are [Cl:1][C:2]1[CH:7]=[C:6]([F:8])[C:5]([C:9]2[N:10]([C:14]([F:17])([F:16])[F:15])[N:11]=[N:12][CH:13]=2)=[CH:4][C:3]=1SC.ClC1C=C(F)C(C2N(C(F)(F)F)N=NC=2)=CC=1S. No catalyst specified. The product is [Cl:1][C:2]1[CH:7]=[C:6]([F:8])[C:5]([C:9]2[N:10]([C:14]([F:16])([F:17])[F:15])[N:11]=[N:12][CH:13]=2)=[CH:4][CH:3]=1. The yield is 0.857. (2) The reactants are [CH3:1][C:2]1[O:6][N:5]=[C:4]([C:7]2[CH:12]=[CH:11][CH:10]=[CH:9][CH:8]=2)[C:3]=1[CH2:13][O:14][C:15]1[CH:23]=[CH:22][C:18]([C:19]([OH:21])=O)=[CH:17][N:16]=1.[NH2:24][CH:25]1[CH2:29][CH2:28][CH2:27][CH:26]1[OH:30]. No catalyst specified. The product is [OH:30][CH:26]1[CH2:27][CH2:28][CH2:29][CH:25]1[NH:24][C:19](=[O:21])[C:18]1[CH:22]=[CH:23][C:15]([O:14][CH2:13][C:3]2[C:4]([C:7]3[CH:8]=[CH:9][CH:10]=[CH:11][CH:12]=3)=[N:5][O:6][C:2]=2[CH3:1])=[N:16][CH:17]=1. The yield is 0.310. (3) The reactants are [S:1]1[CH2:6][CH2:5][N:4]([CH:7]2[CH2:11][CH2:10][N:9]([C:12]([O:14][C:15]([CH3:18])([CH3:17])[CH3:16])=[O:13])[CH2:8]2)[C:3]2[CH:19]=[CH:20][CH:21]=[CH:22][C:2]1=2.[Br:23]N1C(=O)CCC1=O. The catalyst is CN(C=O)C.O. The product is [Br:23][C:21]1[CH:20]=[CH:19][C:3]2[N:4]([CH:7]3[CH2:11][CH2:10][N:9]([C:12]([O:14][C:15]([CH3:18])([CH3:17])[CH3:16])=[O:13])[CH2:8]3)[CH2:5][CH2:6][S:1][C:2]=2[CH:22]=1. The yield is 0.900. (4) The reactants are [CH:1](=[C:3]1[CH2:8][CH2:7][N:6]([C:9]([O:11][C:12]([CH3:15])([CH3:14])[CH3:13])=[O:10])[CH2:5][CH2:4]1)[CH3:2].ClC1C=C(C=CC=1)C(OO)=[O:21]. The catalyst is ClCCl. The product is [CH3:2][CH:1]1[C:3]2([CH2:4][CH2:5][N:6]([C:9]([O:11][C:12]([CH3:14])([CH3:13])[CH3:15])=[O:10])[CH2:7][CH2:8]2)[O:21]1. The yield is 0.840. (5) The reactants are [NH2:1][C:2]([CH3:8])([CH3:7])[C:3]([CH3:6])([OH:5])[CH3:4].[Cl:9][C:10]1[C:17]([C:18]#[C:19][Si](C)(C)C)=[C:16](F)[CH:15]=[CH:14][C:11]=1[C:12]#[N:13].C([O-])([O-])=O.[K+].[K+].CN1C(=O)CCC1. The catalyst is O.CCOC(C)=O. The product is [Cl:9][C:10]1[C:11]([C:12]#[N:13])=[CH:14][CH:15]=[C:16]2[C:17]=1[CH:18]=[CH:19][N:1]2[C:2]([CH3:8])([C:3]([OH:5])([CH3:6])[CH3:4])[CH3:7]. The yield is 0.0500. (6) The reactants are Cl.C[O:3][C:4]([CH:6]1[CH2:13][CH:12]2[NH:14][CH:8]([CH2:9][CH2:10][CH2:11]2)[CH2:7]1)=[O:5].[CH2:15]([C@@H:17]1[CH2:22][CH2:21][C@H:20]([O:23][C:24]2[CH:25]=[C:26]3[C:31](=[CH:32][CH:33]=2)[CH:30]=[C:29]([CH:34]=O)[CH:28]=[CH:27]3)[CH2:19][CH2:18]1)[CH3:16].C(O[BH-](OC(=O)C)OC(=O)C)(=O)C.[Na+].[OH-].[Na+].O.Cl. The catalyst is C1COCC1.CO. The product is [CH2:15]([C@@H:17]1[CH2:22][CH2:21][C@H:20]([O:23][C:24]2[CH:25]=[C:26]3[C:31](=[CH:32][CH:33]=2)[CH:30]=[C:29]([CH2:34][N:14]2[CH:12]4[CH2:11][CH2:10][CH2:9][CH:8]2[CH2:7][CH:6]([C:4]([OH:3])=[O:5])[CH2:13]4)[CH:28]=[CH:27]3)[CH2:19][CH2:18]1)[CH3:16]. The yield is 0.540. (7) The reactants are [S:1]1[CH:5]=[CH:4][CH:3]=[C:2]1[S:6][C:7]1[S:8][CH:9]=[CH:10][CH:11]=1.[O-:12][S:13]([C:16]([F:19])([F:18])[F:17])(=[O:15])=[O:14].[C:20]1([I+]C2C=CC=CC=2)[CH:25]=[CH:24][CH:23]=[CH:22][CH:21]=1.C(OCC)C. The catalyst is O.C([O-])(=O)C1C=CC=CC=1.[Cu+2].C([O-])(=O)C1C=CC=CC=1. The product is [O-:15][S:13]([C:16]([F:19])([F:18])[F:17])(=[O:14])=[O:12].[S:1]1[CH:5]=[CH:4][CH:3]=[C:2]1[S+:6]([C:7]1[S:8][CH:9]=[CH:10][CH:11]=1)[C:20]1[CH:25]=[CH:24][CH:23]=[CH:22][CH:21]=1. The yield is 0.780. (8) The reactants are [Cl:1][C:2]1[CH:3]=[C:4]([C@H:9]2[C:18]3[C:13](=[CH:14][CH:15]=[CH:16][CH:17]=3)[C:12]([NH:19][C:20](=[O:22])[CH3:21])=[CH:11][CH2:10]2)[CH:5]=[CH:6][C:7]=1[Cl:8]. The catalyst is C(O)(C)C. The product is [Cl:1][C:2]1[CH:3]=[C:4]([C@H:9]2[C:18]3[C:13](=[CH:14][CH:15]=[CH:16][CH:17]=3)[C@H:12]([NH:19][C:20](=[O:22])[CH3:21])[CH2:11][CH2:10]2)[CH:5]=[CH:6][C:7]=1[Cl:8]. The yield is 0.830.